Dataset: Full USPTO retrosynthesis dataset with 1.9M reactions from patents (1976-2016). Task: Predict the reactants needed to synthesize the given product. (1) Given the product [Br:11][C:7]1[CH:8]=[CH:9][C:4]2[NH:3][C:2](=[O:10])[O:1][C:5]=2[CH:6]=1, predict the reactants needed to synthesize it. The reactants are: [O:1]1[C:5]2[CH:6]=[CH:7][CH:8]=[CH:9][C:4]=2[NH:3][C:2]1=[O:10].[Br:11]Br. (2) Given the product [Cl:24][C:25]1[CH:30]=[CH:29][C:28]([F:34])=[C:27]([C:2]2[CH:3]=[C:4]([NH:8][CH:9]([C:13]3[CH:17]=[CH:16][S:15][CH:14]=3)[C:10]([NH2:12])=[O:11])[CH:5]=[N:6][CH:7]=2)[CH:26]=1, predict the reactants needed to synthesize it. The reactants are: Br[C:2]1[CH:3]=[C:4]([NH:8][CH:9]([C:13]2[CH:17]=[CH:16][S:15][CH:14]=2)[C:10]([NH2:12])=[O:11])[CH:5]=[N:6][CH:7]=1.C([O-])([O-])=O.[K+].[K+].[Cl:24][C:25]1[CH:26]=[CH:27][C:28]([F:34])=[C:29](B(O)O)[CH:30]=1. (3) Given the product [C:20]([O:24][C:25]([NH:27][C@H:28]([CH2:33][C:34]1[CH:39]=[C:38]([F:40])[C:37]([F:41])=[CH:36][C:35]=1[F:42])[CH2:29][C:30]([N:9]1[CH2:10][CH2:11][N:6]2[N:5]=[C:4]([C:3]([F:18])([F:2])[F:19])[N:17]=[C:7]2[CH:8]1[CH:12]([CH:14]1[CH2:15][CH2:16]1)[OH:13])=[O:31])=[O:26])([CH3:23])([CH3:21])[CH3:22], predict the reactants needed to synthesize it. The reactants are: Cl.[F:2][C:3]([F:19])([F:18])[C:4]1[N:17]=[C:7]2[CH:8]([CH:12]([CH:14]3[CH2:16][CH2:15]3)[OH:13])[NH:9][CH2:10][CH2:11][N:6]2[N:5]=1.[C:20]([O:24][C:25]([NH:27][C@H:28]([CH2:33][C:34]1[CH:39]=[C:38]([F:40])[C:37]([F:41])=[CH:36][C:35]=1[F:42])[CH2:29][C:30](O)=[O:31])=[O:26])([CH3:23])([CH3:22])[CH3:21]. (4) Given the product [C:27]([C:30]1[CH:35]=[CH:34][C:33]([C:2]2[N:7]=[CH:6][C:5]([C@H:8]([NH:13][C@H:14]([C:19]([NH:21][C:22]3([C:25]#[N:26])[CH2:24][CH2:23]3)=[O:20])[CH2:15][CH:16]([CH3:18])[CH3:17])[C:9]([F:12])([F:11])[F:10])=[CH:4][CH:3]=2)=[CH:32][CH:31]=1)(=[O:29])[CH3:28], predict the reactants needed to synthesize it. The reactants are: Cl[C:2]1[N:7]=[CH:6][C:5]([C@H:8]([NH:13][C@H:14]([C:19]([NH:21][C:22]2([C:25]#[N:26])[CH2:24][CH2:23]2)=[O:20])[CH2:15][CH:16]([CH3:18])[CH3:17])[C:9]([F:12])([F:11])[F:10])=[CH:4][CH:3]=1.[C:27]([C:30]1[CH:35]=[CH:34][C:33](B(O)O)=[CH:32][CH:31]=1)(=[O:29])[CH3:28].C([O-])([O-])=O.[Na+].[Na+]. (5) Given the product [CH:1]([C:4]1[CH:11]=[CH:10][CH:9]=[CH:8][C:5]=1[CH:6]=[N:42][C:16]([O:15][Si:22]([CH3:29])([CH3:28])[CH3:21])=[CH2:17])([CH3:3])[CH3:2], predict the reactants needed to synthesize it. The reactants are: [CH:1]([C:4]1[CH:11]=[CH:10][CH:9]=[CH:8][C:5]=1[CH:6]=O)([CH3:3])[CH3:2].ClC1C=[C:15](C=CC=1)[CH:16]=[O:17].[CH3:21][Si:22]([CH3:29])([CH3:28])N[Si:22]([CH3:29])([CH3:28])[CH3:21].C([Li])CCC.C[Si](Cl)(C)C.C([N:42](CC)CC)C.C(Cl)(=O)C.